Task: Regression. Given a peptide amino acid sequence and an MHC pseudo amino acid sequence, predict their binding affinity value. This is MHC class I binding data.. Dataset: Peptide-MHC class I binding affinity with 185,985 pairs from IEDB/IMGT (1) The peptide sequence is DVCGMFTNR. The MHC is HLA-A29:02 with pseudo-sequence HLA-A29:02. The binding affinity (normalized) is 0. (2) The peptide sequence is GPSHKARVL. The MHC is HLA-B58:01 with pseudo-sequence HLA-B58:01. The binding affinity (normalized) is 0. (3) The peptide sequence is YLYGLSPAI. The MHC is HLA-A02:06 with pseudo-sequence HLA-A02:06. The binding affinity (normalized) is 0.758. (4) The peptide sequence is VTDTALAYF. The MHC is HLA-A80:01 with pseudo-sequence HLA-A80:01. The binding affinity (normalized) is 0.0847. (5) The peptide sequence is FLFEMLKGV. The MHC is HLA-A02:03 with pseudo-sequence HLA-A02:03. The binding affinity (normalized) is 0.959.